This data is from Experimentally validated miRNA-target interactions with 360,000+ pairs, plus equal number of negative samples. The task is: Binary Classification. Given a miRNA mature sequence and a target amino acid sequence, predict their likelihood of interaction. (1) The miRNA is hsa-miR-6758-5p with sequence UAGAGAGGGGAAGGAUGUGAUGU. The protein sequence of the target gene is MESISMMGSPKSLETFLPNGINGIKDARQVTVGVIGSGDFAKSLTIRLIRCGYHVVIGSRNPKFASEFFPHVVDVTHHEDALTKTNIIFVAIHREHYTSLWDLRHLLVGKILIDVSNNMRVNQYPESNAEYLASLFPDSLIVKGFNVISAWALQLGPKDASRQVYICSNNIQARQQVIELARQLNFIPVDLGSLSSAKEIENLPLRLFTLWRGPVVVAISLATFFFLYSFVRDVIHPYARNQQSDFYKIPIEIVNKTLPIVAITLLSLVYLAGLLAAAYQLYYGTKYRRFPPWLDTWLQC.... Result: 0 (no interaction). (2) The miRNA is hsa-miR-6760-5p with sequence CAGGGAGAAGGUGGAAGUGCAGA. The protein sequence of the target gene is MGCMKSKQTFPFPTIYEGEKQHESEEPFMPEERCLPRMASPVNVKEEVKEPPGTNTVILEYAHRLSQDILCDALQQWACNNIKYHDIPYIESEGP. Result: 0 (no interaction).